Dataset: Reaction yield outcomes from USPTO patents with 853,638 reactions. Task: Predict the reaction yield, written as a fraction of the theoretical maximum amount of product (1.0 means a 100% yield; for example, 0.34 means a 34% yield). (1) The reactants are [CH2:1]([O:3][CH2:4][C:5]1[N:6]([CH2:18][C:19]2([OH:23])[CH2:22][CH2:21][CH2:20]2)[C:7]2[C:16]3[CH:15]=[CH:14][CH:13]=[CH:12][C:11]=3[N:10]=[CH:9][C:8]=2[N:17]=1)[CH3:2].C1C=C(Cl)C=C(C(OO)=O)C=1.[OH-].[NH4+:36].S(Cl)(C1C=CC(C)=CC=1)(=O)=O. The yield is 0.430. The product is [NH2:36][C:9]1[C:8]2[N:17]=[C:5]([CH2:4][O:3][CH2:1][CH3:2])[N:6]([CH2:18][C:19]3([OH:23])[CH2:22][CH2:21][CH2:20]3)[C:7]=2[C:16]2[CH:15]=[CH:14][CH:13]=[CH:12][C:11]=2[N:10]=1. The catalyst is ClCCl. (2) The reactants are [NH2:1][CH2:2][CH2:3][CH:4]([N:6]1[CH2:11][CH2:10][CH:9]([N:12]([CH2:22][C:23]2[CH:24]=[N:25][CH:26]=[CH:27][C:28]=2[CH3:29])[C:13]2[CH:21]=[CH:20][C:16]([C:17]([NH2:19])=[O:18])=[CH:15][CH:14]=2)[CH2:8][CH2:7]1)[CH3:5].Cl.[CH3:31][C:32]1[N:40]=[CH:39][CH:38]=[C:37]([CH3:41])[C:33]=1[C:34](O)=[O:35]. No catalyst specified. The product is [C:17]([C:16]1[CH:20]=[CH:21][C:13]([N:12]([CH2:22][C:23]2[CH:24]=[N:25][CH:26]=[CH:27][C:28]=2[CH3:29])[CH:9]2[CH2:10][CH2:11][N:6]([CH:4]([CH3:5])[CH2:3][CH2:2][NH:1][C:34](=[O:35])[C:33]3[C:37]([CH3:41])=[CH:38][CH:39]=[N:40][C:32]=3[CH3:31])[CH2:7][CH2:8]2)=[CH:14][CH:15]=1)(=[O:18])[NH2:19]. The yield is 0.840.